Dataset: Catalyst prediction with 721,799 reactions and 888 catalyst types from USPTO. Task: Predict which catalyst facilitates the given reaction. (1) Reactant: Br[C:2]1[CH:21]=[CH:20][C:5]([C:6]([N:8]2[CH2:12][CH:11]3[CH2:13][N:14]([C:16](=[O:19])[CH2:17][CH3:18])[CH2:15][CH:10]3[CH2:9]2)=[O:7])=[CH:4][CH:3]=1.[CH:22]1[C:31]2[C:26](=[CH:27][C:28](B(O)O)=[CH:29][CH:30]=2)[CH:25]=[CH:24][N:23]=1.C(O)(O)=O. Product: [CH:22]1[C:31]2[C:26](=[CH:27][C:28]([C:2]3[CH:21]=[CH:20][C:5]([C:6]([N:8]4[CH2:12][CH:11]5[CH2:13][N:14]([C:16](=[O:19])[CH2:17][CH3:18])[CH2:15][CH:10]5[CH2:9]4)=[O:7])=[CH:4][CH:3]=3)=[CH:29][CH:30]=2)[CH:25]=[CH:24][N:23]=1. The catalyst class is: 12. (2) Reactant: [C:1]1([C:21]2[CH:26]=[CH:25][CH:24]=[CH:23][CH:22]=2)[CH:6]=[CH:5][CH:4]=[C:3]([NH:7][C:8](=[O:20])[CH2:9][CH2:10][CH2:11][CH2:12][CH2:13][NH:14][C:15](=[O:19])[CH2:16][CH2:17]Br)[CH:2]=1.[F:27][C:28]1[CH:33]=[CH:32][C:31]([CH2:34][SH:35])=[CH:30][CH:29]=1.C([O-])([O-])=O.[K+].[K+]. Product: [C:1]1([C:21]2[CH:26]=[CH:25][CH:24]=[CH:23][CH:22]=2)[CH:6]=[CH:5][CH:4]=[C:3]([NH:7][C:8](=[O:20])[CH2:9][CH2:10][CH2:11][CH2:12][CH2:13][NH:14][C:15](=[O:19])[CH2:16][CH2:17][S:35][CH2:34][C:31]2[CH:32]=[CH:33][C:28]([F:27])=[CH:29][CH:30]=2)[CH:2]=1. The catalyst class is: 3. (3) Reactant: [F:1][C:2]([F:10])([F:9])[CH:3]([OH:8])[C:4]([F:7])([F:6])[F:5].Cl[C:12](Cl)([O:14]C(=O)OC(Cl)(Cl)Cl)Cl.CCN(C(C)C)C(C)C.[Cl:32][C:33]1[CH:38]=[CH:37][C:36]([CH2:39][N:40]2[CH2:45][CH2:44][NH:43][CH2:42][CH2:41]2)=[C:35]([N:46]2[CH2:51][CH2:50][CH:49]([C:52]([N:54]3[CH2:58][CH2:57][CH2:56][CH2:55]3)=[O:53])[CH2:48][CH2:47]2)[CH:34]=1. Product: [Cl:32][C:33]1[CH:38]=[CH:37][C:36]([CH2:39][N:40]2[CH2:45][CH2:44][N:43]([C:12]([O:8][CH:3]([C:4]([F:7])([F:6])[F:5])[C:2]([F:10])([F:9])[F:1])=[O:14])[CH2:42][CH2:41]2)=[C:35]([N:46]2[CH2:51][CH2:50][CH:49]([C:52]([N:54]3[CH2:58][CH2:57][CH2:56][CH2:55]3)=[O:53])[CH2:48][CH2:47]2)[CH:34]=1. The catalyst class is: 232.